Dataset: Full USPTO retrosynthesis dataset with 1.9M reactions from patents (1976-2016). Task: Predict the reactants needed to synthesize the given product. (1) The reactants are: [CH2:1]([N:8]([CH2:12][C@H:13]1[NH:17][C:16](=[O:18])[CH2:15][CH2:14]1)[CH2:9][CH2:10][OH:11])[C:2]1[CH:7]=[CH:6][CH:5]=[CH:4][CH:3]=1.[CH3:19][S:20](Cl)(=[O:22])=[O:21]. Given the product [CH2:1]([N:8]([CH2:12][C@@H:13]1[CH2:14][CH2:15][C:16](=[O:18])[NH:17]1)[CH2:9][CH2:10][O:11][S:20]([CH3:19])(=[O:22])=[O:21])[C:2]1[CH:3]=[CH:4][CH:5]=[CH:6][CH:7]=1, predict the reactants needed to synthesize it. (2) Given the product [Cl:7][C:8]1[C:16]([Cl:17])=[C:15]2[C:11]([CH2:12][CH:13]([CH:19]3[CH2:23][CH2:22][CH2:21][CH2:20]3)[CH2:14]2)=[CH:10][C:9]=1[O:2][C:1]([C:27]1[CH:34]=[CH:33][C:30]([C:31]#[N:32])=[CH:29][CH:28]=1)=[O:4], predict the reactants needed to synthesize it. The reactants are: [C:1](=[O:4])([O-])[O-:2].[K+].[K+].[Cl:7][C:8]1[C:16]([Cl:17])=[C:15]2[C:11]([CH2:12][CH:13]([CH:19]3[CH2:23][CH2:22][CH2:21][CH2:20]3)[C:14]2=O)=[CH:10][C:9]=1O.BrC[C:27]1[CH:34]=[CH:33][C:30]([C:31]#[N:32])=[CH:29][CH:28]=1. (3) Given the product [CH3:31][O:30][C:23]1[CH:24]=[N:25][C:26]2[C:21]([CH:22]=1)=[C:20]([O:19][CH2:18][CH2:17][N:14]1[CH2:15][CH2:16][NH:11][CH2:12][CH2:13]1)[CH:29]=[CH:28][CH:27]=2, predict the reactants needed to synthesize it. The reactants are: C(OC([N:11]1[CH2:16][CH2:15][N:14]([CH2:17][CH2:18][O:19][C:20]2[CH:29]=[CH:28][CH:27]=[C:26]3[C:21]=2[CH:22]=[C:23]([O:30][CH3:31])[CH:24]=[N:25]3)[CH2:13][CH2:12]1)=O)C1C=CC=CC=1. (4) The reactants are: [O:1]=[C:2]1[CH:7]=[C:6]([NH:8][C:9](=[O:17])[CH2:10][C:11]2[CH:16]=[CH:15][CH:14]=[CH:13][CH:12]=2)[CH:5]=[CH:4][NH:3]1.C([O-])([O-])=O.[K+].[K+].Br[CH2:25][CH2:26][C:27]#[CH:28]. Given the product [CH2:28]([N:3]1[CH:4]=[CH:5][C:6]([NH:8][C:9](=[O:17])[CH2:10][C:11]2[CH:12]=[CH:13][CH:14]=[CH:15][CH:16]=2)=[CH:7][C:2]1=[O:1])[CH2:27][C:26]#[CH:25], predict the reactants needed to synthesize it. (5) Given the product [CH2:28]([N:16]([S:17]([C:20]1[CH:25]=[CH:24][C:23]([O:26][CH3:27])=[CH:22][CH:21]=1)(=[O:19])=[O:18])[C:15]1[C:14]2[C:9](=[CH:10][C:11]([C:35]([F:37])([F:38])[F:36])=[CH:12][CH:13]=2)[N:8]=[CH:7][C:6]=1[C:4]([OH:5])=[O:3])[C:29]1[CH:30]=[CH:31][CH:32]=[CH:33][CH:34]=1, predict the reactants needed to synthesize it. The reactants are: C([O:3][C:4]([C:6]1[CH:7]=[N:8][C:9]2[C:14]([C:15]=1[N:16]([CH2:28][C:29]1[CH:34]=[CH:33][CH:32]=[CH:31][CH:30]=1)[S:17]([C:20]1[CH:25]=[CH:24][C:23]([O:26][CH3:27])=[CH:22][CH:21]=1)(=[O:19])=[O:18])=[CH:13][CH:12]=[C:11]([C:35]([F:38])([F:37])[F:36])[CH:10]=2)=[O:5])C.[OH-].[Na+].Cl. (6) Given the product [Cl:1][C:2]1[CH:7]=[C:6]([Cl:8])[CH:5]=[CH:4][C:3]=1[N:9]1[C:13]2=[N:14][C:15]([CH3:28])=[CH:16][C:17]([N:18]3[CH2:27][CH2:26][C:21](=[O:22])[CH2:20][CH2:19]3)=[C:12]2[C:11]([CH3:29])=[C:10]1[CH3:30], predict the reactants needed to synthesize it. The reactants are: [Cl:1][C:2]1[CH:7]=[C:6]([Cl:8])[CH:5]=[CH:4][C:3]=1[N:9]1[C:13]2=[N:14][C:15]([CH3:28])=[CH:16][C:17]([N:18]3[CH2:27][CH2:26][C:21]4(OCC[O:22]4)[CH2:20][CH2:19]3)=[C:12]2[C:11]([CH3:29])=[C:10]1[CH3:30].C(=O)([O-])O.[Na+]. (7) Given the product [NH:15]1[CH2:20][CH2:19][CH:18]([CH2:21][NH:22][C:23]([C:25]2[C:33]3[N:32]=[C:31]([CH:34]([CH3:36])[CH3:35])[NH:30][C:29]=3[CH:28]=[CH:27][CH:26]=2)=[O:24])[CH2:17][CH2:16]1, predict the reactants needed to synthesize it. The reactants are: FC(F)(F)C(O)=O.C(OC([N:15]1[CH2:20][CH2:19][CH:18]([CH2:21][NH:22][C:23]([C:25]2[C:33]3[N:32]=[C:31]([CH:34]([CH3:36])[CH3:35])[NH:30][C:29]=3[CH:28]=[CH:27][CH:26]=2)=[O:24])[CH2:17][CH2:16]1)=O)(C)(C)C.C(N(CC)CC)C.C(O)(=O)C.